From a dataset of Full USPTO retrosynthesis dataset with 1.9M reactions from patents (1976-2016). Predict the reactants needed to synthesize the given product. (1) Given the product [Cl:8][C:9]1[CH:14]=[CH:13][CH:12]=[CH:11][C:10]=1[C:15]1[N:23]([CH:24]2[CH2:29][CH2:28][NH:27][CH2:26][CH2:25]2)[C:18]2=[N:19][CH:20]=[CH:21][CH:22]=[C:17]2[N:16]=1, predict the reactants needed to synthesize it. The reactants are: C(O)(C(F)(F)F)=O.[Cl:8][C:9]1[CH:14]=[CH:13][CH:12]=[CH:11][C:10]=1[C:15]1[N:23]([CH:24]2[CH2:29][CH2:28][N:27](C(OC(C)(C)C)=O)[CH2:26][CH2:25]2)[C:18]2=[N:19][CH:20]=[CH:21][CH:22]=[C:17]2[N:16]=1.C([O-])(O)=O.[Na+]. (2) The reactants are: [Cl:1][C:2]1[CH:31]=[CH:30][C:5]([CH2:6][CH2:7][NH:8][C:9]([C:11]2[CH:29]=[CH:28][C:14]([O:15][C:16]3[CH:21]=[CH:20][C:19]([CH2:22][C:23]([O:25]C)=[O:24])=[CH:18][C:17]=3[F:27])=[CH:13][CH:12]=2)=[O:10])=[CH:4][CH:3]=1.[OH-].[Na+].O. Given the product [Cl:1][C:2]1[CH:3]=[CH:4][C:5]([CH2:6][CH2:7][NH:8][C:9]([C:11]2[CH:12]=[CH:13][C:14]([O:15][C:16]3[CH:21]=[CH:20][C:19]([CH2:22][C:23]([OH:25])=[O:24])=[CH:18][C:17]=3[F:27])=[CH:28][CH:29]=2)=[O:10])=[CH:30][CH:31]=1, predict the reactants needed to synthesize it. (3) Given the product [F:1][C:2]1[CH:7]=[C:6]([C:27]2[CH:32]=[CH:31][CH:30]=[CH:29][C:28]=2[S:33]([N:36]2[CH2:37][CH2:38][CH:39]([NH:42][C:43](=[O:49])[O:44][C:45]([CH3:47])([CH3:46])[CH3:48])[CH2:40][CH2:41]2)(=[O:34])=[O:35])[CH:5]=[CH:4][C:3]=1[C:17]1[CH:18]=[C:19]2[CH:25]=[CH:24][NH:23][C:20]2=[N:21][CH:22]=1, predict the reactants needed to synthesize it. The reactants are: [F:1][C:2]1[CH:7]=[C:6](B2OC(C)(C)C(C)(C)O2)[CH:5]=[CH:4][C:3]=1[C:17]1[CH:18]=[C:19]2[CH:25]=[CH:24][NH:23][C:20]2=[N:21][CH:22]=1.Br[C:27]1[CH:32]=[CH:31][CH:30]=[CH:29][C:28]=1[S:33]([N:36]1[CH2:41][CH2:40][CH:39]([NH:42][C:43](=[O:49])[O:44][C:45]([CH3:48])([CH3:47])[CH3:46])[CH2:38][CH2:37]1)(=[O:35])=[O:34]. (4) Given the product [C:14]([O:17][CH2:4][C:5]1[O:6][CH:7]=[C:8]([C:10]([O:12][CH3:13])=[O:11])[N:9]=1)(=[O:16])[CH3:15], predict the reactants needed to synthesize it. The reactants are: N#N.Cl[CH2:4][C:5]1[O:6][CH:7]=[C:8]([C:10]([O:12][CH3:13])=[O:11])[N:9]=1.[C:14]([O:17]C(=O)C)(=[O:16])[CH3:15].C([O-])(=O)C.[Na+].C(=O)([O-])[O-].[Na+].[Na+].